Dataset: Full USPTO retrosynthesis dataset with 1.9M reactions from patents (1976-2016). Task: Predict the reactants needed to synthesize the given product. (1) Given the product [F:17][C:18]1[CH:23]=[CH:22][C:21]([CH:24]2[CH2:25][CH2:26][N:27]([C:2]3[C:3]([C:15]#[N:16])=[N:4][C:5]([C:9]4[CH:14]=[CH:13][CH:12]=[CH:11][CH:10]=4)=[C:6]([CH3:8])[N:7]=3)[CH2:28][CH2:29]2)=[CH:20][CH:19]=1, predict the reactants needed to synthesize it. The reactants are: Cl[C:2]1[C:3]([C:15]#[N:16])=[N:4][C:5]([C:9]2[CH:14]=[CH:13][CH:12]=[CH:11][CH:10]=2)=[C:6]([CH3:8])[N:7]=1.[F:17][C:18]1[CH:23]=[CH:22][C:21]([CH:24]2[CH2:29][CH2:28][NH:27][CH2:26][CH2:25]2)=[CH:20][CH:19]=1.C(N(C(C)C)C(C)C)C. (2) Given the product [C:13](=[C:1]1[CH2:2][CH:3]=[CH:4][C:5](=[C:7]=[O:8])[C:6]1=[C:34]=[O:38])=[O:14], predict the reactants needed to synthesize it. The reactants are: [C:1]1([C:13](Cl)=[O:14])[CH:6]=[C:5]([C:7](Cl)=[O:8])[CH:4]=[C:3](C(Cl)=O)[CH:2]=1.C1(N)C=CC=C(N)C=1.NC1C=CC=CC=1.O.CN1CCC[C:34]1=[O:38].